From a dataset of Full USPTO retrosynthesis dataset with 1.9M reactions from patents (1976-2016). Predict the reactants needed to synthesize the given product. Given the product [CH2:1]([C:5]1([CH2:28][CH2:29][CH2:30][CH3:31])[NH:11][CH:10]([C:12]2[CH:13]=[CH:14][C:15]([O:18][CH2:46][C:43]3[CH:44]=[CH:45][C:40]([CH2:39][Cl:38])=[CH:41][CH:42]=3)=[CH:16][CH:17]=2)[C:9]2[CH:19]=[C:20]([N:23]([CH3:25])[CH3:24])[CH:21]=[CH:22][C:8]=2[S:7](=[O:26])(=[O:27])[CH2:6]1)[CH2:2][CH2:3][CH3:4], predict the reactants needed to synthesize it. The reactants are: [CH2:1]([C:5]1([CH2:28][CH2:29][CH2:30][CH3:31])[NH:11][CH:10]([C:12]2[CH:17]=[CH:16][C:15]([OH:18])=[CH:14][CH:13]=2)[C:9]2[CH:19]=[C:20]([N:23]([CH3:25])[CH3:24])[CH:21]=[CH:22][C:8]=2[S:7](=[O:27])(=[O:26])[CH2:6]1)[CH2:2][CH2:3][CH3:4].C([O-])([O-])=O.[K+].[K+].[Cl:38][CH2:39][C:40]1[CH:45]=[CH:44][C:43]([CH2:46]Cl)=[CH:42][CH:41]=1.